From a dataset of Reaction yield outcomes from USPTO patents with 853,638 reactions. Predict the reaction yield, written as a fraction of the theoretical maximum amount of product (1.0 means a 100% yield; for example, 0.34 means a 34% yield). (1) The reactants are [CH3:1][O:2][C:3]1[CH:4]=[C:5]2[C:10](=[CH:11][C:12]=1[O:13][CH3:14])[N:9]=[CH:8][N:7]=[C:6]2[O:15][C:16]1[CH:21]=[CH:20][C:19]([OH:22])=[CH:18][CH:17]=1.CO[C:25]1[CH:26]=[C:27]2[C:32](=[CH:33][C:34]=1OC)[N:31]=[CH:30][CH:29]=[C:28]2OC1C=CC(NC(NC2CCNCC2)=O)=CC=1.[C:54]1(P(C2C=CC=CC=2)C2C=CC=CC=2)C=CC=C[CH:55]=1.N(C(OCC)=O)=NC(OCC)=O. The catalyst is O1CCCC1. The product is [N:31]1([CH2:30][CH2:29][CH2:28][O:22][C:19]2[CH:20]=[CH:21][C:16]([O:15][C:6]3[C:5]4[C:10](=[CH:11][C:12]([O:13][CH3:14])=[C:3]([O:2][CH3:1])[CH:4]=4)[N:9]=[CH:8][N:7]=3)=[CH:17][CH:18]=2)[C:32]2[C:27](=[CH:26][CH:25]=[CH:34][CH:33]=2)[CH:55]=[CH:54]1. The yield is 0.0200. (2) The reactants are C[N:2](C)[CH:3]=[CH:4][C:5](=O)[CH:6]([O:9]C)OC.C(N(CC)CC)C.[NH:20]([CH2:22][C:23]([O:25][CH2:26][CH3:27])=[O:24])N.Cl.C(=O)(O)[O-].[Na+]. The catalyst is C(O)C. The product is [CH:6]([C:5]1[N:20]([CH2:22][C:23]([O:25][CH2:26][CH3:27])=[O:24])[N:2]=[CH:3][CH:4]=1)=[O:9]. The yield is 0.560.